Dataset: Full USPTO retrosynthesis dataset with 1.9M reactions from patents (1976-2016). Task: Predict the reactants needed to synthesize the given product. (1) Given the product [NH2:7][C:6]1[C:2]([Br:1])=[C:3]([C:14]2[CH:15]=[N:16][NH:17][CH:18]=2)[S:4][C:5]=1[C:10]([NH2:9])=[O:11], predict the reactants needed to synthesize it. The reactants are: [Br:1][C:2]1[C:6]2[NH:7]C(C)(C)[NH:9][C:10](=[O:11])[C:5]=2[S:4][C:3]=1[C:14]1[CH:15]=[N:16][NH:17][CH:18]=1.Cl.C([O-])(O)=O.[Na+]. (2) Given the product [P:23]([OH:27])([OH:26])([OH:25])=[O:24].[N:1]1[C:6]2[NH:7][CH:8]=[CH:9][C:5]=2[C:4]([C:10]2[CH:11]=[N:12][N:13]([CH:15]([CH2:19][CH2:20][CH2:21][CH3:22])[CH2:16][C:17]#[N:18])[CH:14]=2)=[N:3][CH:2]=1, predict the reactants needed to synthesize it. The reactants are: [N:1]1[C:6]2[NH:7][CH:8]=[CH:9][C:5]=2[C:4]([C:10]2[CH:11]=[N:12][N:13]([CH:15]([CH2:19][CH2:20][CH2:21][CH3:22])[CH2:16][C:17]#[N:18])[CH:14]=2)=[N:3][CH:2]=1.[P:23](=[O:27])([OH:26])([OH:25])[OH:24]. (3) Given the product [CH2:24]([O:25][C:2]([C:3]1[CH:4]=[C:5]([C:6]2[CH:7]=[CH:8][C:9]([F:12])=[CH:10][CH:11]=2)[N:20]([CH3:19])[N:21]=1)=[O:28])[CH3:23], predict the reactants needed to synthesize it. The reactants are: Cl[C:2](Cl)(Cl)[C:3](=O)[CH:4]=[C:5](OCC)[C:6]1[CH:11]=[CH:10][C:9]([F:12])=[CH:8][CH:7]=1.[CH3:19][NH:20][NH2:21].Cl.[CH3:23][CH2:24][OH:25].C([OH:28])C. (4) Given the product [ClH:12].[Cl:12][C:13]1[C:14]([CH3:20])=[C:15]([O:8][CH:6]2[CH2:7][N:2]([CH3:1])[CH2:3][C:4]3[O:11][CH:10]=[CH:9][C:5]2=3)[CH:16]=[CH:17][CH:18]=1, predict the reactants needed to synthesize it. The reactants are: [CH3:1][N:2]1[CH2:7][CH:6]([OH:8])[C:5]2[CH:9]=[CH:10][O:11][C:4]=2[CH2:3]1.[Cl:12][C:13]1[CH:18]=[CH:17][CH:16]=[C:15](F)[C:14]=1[CH3:20]. (5) Given the product [C:21]([S:23][CH:6]([CH:8]1[CH2:9][CH2:10][N:11]([C:14]([O:16][C:17]([CH3:18])([CH3:19])[CH3:20])=[O:15])[CH2:12][CH2:13]1)[CH3:7])(=[O:24])[CH3:22], predict the reactants needed to synthesize it. The reactants are: CS(O[CH:6]([CH:8]1[CH2:13][CH2:12][N:11]([C:14]([O:16][C:17]([CH3:20])([CH3:19])[CH3:18])=[O:15])[CH2:10][CH2:9]1)[CH3:7])(=O)=O.[C:21]([O-:24])(=[S:23])[CH3:22].[K+].CS(C)=O. (6) Given the product [C:1]([O:4][CH2:5][C:6]([C:9]1[N:10]=[C:11]([NH2:14])[S:12][CH:13]=1)([OH:8])[CH3:7])(=[O:3])[CH3:2], predict the reactants needed to synthesize it. The reactants are: [C:1]([O:4][CH2:5][C:6]([C:9]1[N:10]=[C:11]([NH:14]C(OCC=C)=O)[S:12][CH:13]=1)([OH:8])[CH3:7])(=[O:3])[CH3:2].C(N)CCC.C(O)=O.Cl. (7) Given the product [NH2:24][C:19]1[CH:20]=[CH:21][CH:22]=[CH:23][C:18]=1[NH:17][C:15](=[O:16])[CH2:14][CH2:13][CH2:12][CH2:11][CH2:10][C:9]([NH:8][C:4]1[CH:5]=[CH:6][CH:7]=[C:2]([OH:1])[CH:3]=1)=[O:32], predict the reactants needed to synthesize it. The reactants are: [OH:1][C:2]1[CH:3]=[C:4]([NH:8][C:9](=[O:32])[CH2:10][CH2:11][CH2:12][CH2:13][CH2:14][C:15]([NH:17][C:18]2[CH:23]=[CH:22][CH:21]=[CH:20][C:19]=2[NH:24]C(=O)OC(C)(C)C)=[O:16])[CH:5]=[CH:6][CH:7]=1. (8) Given the product [N+:1]([CH2:4][CH2:5][C:6]1[CH:19]=[CH:18][C:9]([CH2:10][O:11][C:12]2[CH:17]=[CH:16][CH:15]=[CH:14][N:13]=2)=[CH:8][CH:7]=1)([O-:3])=[O:2], predict the reactants needed to synthesize it. The reactants are: [N+:1](/[CH:4]=[CH:5]/[C:6]1[CH:19]=[CH:18][C:9]([CH2:10][O:11][C:12]2[CH:17]=[CH:16][CH:15]=[CH:14][N:13]=2)=[CH:8][CH:7]=1)([O-:3])=[O:2].C(O)(=O)C.[BH4-].[Na+].